From a dataset of Catalyst prediction with 721,799 reactions and 888 catalyst types from USPTO. Predict which catalyst facilitates the given reaction. (1) Reactant: [OH:1][C:2]1[N:10]=[CH:9][CH:8]=[CH:7][C:3]=1[C:4]([OH:6])=[O:5].[N+:11]([O-])([OH:13])=[O:12]. Product: [N+:11]([C:8]1[CH:9]=[N:10][C:2]([OH:1])=[C:3]([CH:7]=1)[C:4]([OH:6])=[O:5])([O-:13])=[O:12]. The catalyst class is: 82. (2) Reactant: [CH2:1]([O:3][C:4]1[CH:9]=[CH:8][C:7]([N:10]2[CH2:15][CH2:14][N:13](C(OC(C)(C)C)=O)[CH2:12][CH2:11]2)=[C:6]([F:23])[CH:5]=1)[CH3:2]. Product: [CH2:1]([O:3][C:4]1[CH:9]=[CH:8][C:7]([N:10]2[CH2:15][CH2:14][NH:13][CH2:12][CH2:11]2)=[C:6]([F:23])[CH:5]=1)[CH3:2]. The catalyst class is: 157. (3) The catalyst class is: 242. Product: [CH3:4][CH:3]([CH3:5])[CH2:2]/[CH:1]=[CH:7]/[CH2:13][CH2:12][C:11]([OH:19])=[O:18]. Reactant: [CH:1](=O)[CH2:2][CH:3]([CH3:5])[CH3:4].[CH:7]([Mg]Br)=C.[C:11]([O:19]CC)(=[O:18])[CH2:12][C:13](OCC)=O.[OH-].[K+]. (4) Reactant: [CH3:1][NH:2][NH2:3].[C:4](=[O:20])([O-])[O:5][C:6]1[CH:11]=C(Cl)C(Cl)=C(C(C)(C)C)[C:7]=1Cl.[CH2:21](N(CC)CC)C. Product: [CH3:1][N:2]([C:4]([O:5][C:6]([CH3:7])([CH3:11])[CH3:21])=[O:20])[NH2:3]. The catalyst class is: 107. (5) Reactant: [NH:1]([C:8]([O:10][C:11]([CH3:14])([CH3:13])[CH3:12])=[O:9])[CH2:2][C:3]([O:5]CC)=O.[C:15]([O:19][CH2:20][CH3:21])(=[O:18])[CH:16]=[CH2:17].CC([O-])(C)C.[K+]. Product: [CH2:20]([O:19][C:15]([CH:16]1[C:3](=[O:5])[CH2:2][N:1]([C:8]([O:10][C:11]([CH3:12])([CH3:13])[CH3:14])=[O:9])[CH2:17]1)=[O:18])[CH3:21]. The catalyst class is: 1. (6) Reactant: [F:1][C:2]1[C:7]([C:8]([C:10]2[CH:11]=[C:12]3[C:17](=[CH:18][CH:19]=2)[N:16]=[CH:15][C:14]([N:20]2[CH2:25][CH2:24][O:23][CH2:22][CH2:21]2)=[N:13]3)=[O:9])=[C:6]([F:26])[C:5]([F:27])=[CH:4][C:3]=1[NH:28]C(=O)C(C)(C)C.Cl.[OH-].[Na+]. Product: [NH2:28][C:3]1[C:2]([F:1])=[C:7]([C:8]([C:10]2[CH:11]=[C:12]3[C:17](=[CH:18][CH:19]=2)[N:16]=[CH:15][C:14]([N:20]2[CH2:25][CH2:24][O:23][CH2:22][CH2:21]2)=[N:13]3)=[O:9])[C:6]([F:26])=[C:5]([F:27])[CH:4]=1. The catalyst class is: 52. (7) Reactant: [F:1][C:2]([F:22])([C:15]1[CH:20]=[CH:19][C:18]([F:21])=[CH:17][CH:16]=1)[CH2:3][CH2:4][S:5][C:6]1[N:7]=[C:8]([CH3:14])[S:9][C:10]=1[C:11]([OH:13])=O.[B-](F)(F)(F)F.CN(C(ON1N=NC2C1=CC=CC=2)=[N+](C)C)C.CN1CCOCC1.[F:52][C:53]1[CH:60]=[CH:59][C:56]([CH2:57][NH2:58])=[CH:55][CH:54]=1. Product: [F:22][C:2]([F:1])([C:15]1[CH:20]=[CH:19][C:18]([F:21])=[CH:17][CH:16]=1)[CH2:3][CH2:4][S:5][C:6]1[N:7]=[C:8]([CH3:14])[S:9][C:10]=1[C:11]([NH:58][CH2:57][C:56]1[CH:59]=[CH:60][C:53]([F:52])=[CH:54][CH:55]=1)=[O:13]. The catalyst class is: 3. (8) Reactant: [F:1][CH:2]([F:36])[C:3]1[O:4][C:5]([C:16]2[CH:35]=[CH:34][C:19]([O:20][CH2:21][CH2:22][N:23]3C(=O)C4C(=CC=CC=4)C3=O)=[CH:18][CH:17]=2)=[C:6]([C:8]2[CH:9]=[N:10][C:11]([O:14][CH3:15])=[CH:12][CH:13]=2)[N:7]=1.O.NN. Product: [F:36][CH:2]([F:1])[C:3]1[O:4][C:5]([C:16]2[CH:35]=[CH:34][C:19]([O:20][CH2:21][CH2:22][NH2:23])=[CH:18][CH:17]=2)=[C:6]([C:8]2[CH:9]=[N:10][C:11]([O:14][CH3:15])=[CH:12][CH:13]=2)[N:7]=1. The catalyst class is: 10. (9) Reactant: [CH3:1][O:2][C:3]([C:5]1[N:6]([CH2:23][C:24]2[CH:29]=[CH:28][C:27]([C:30]([OH:32])=[O:31])=[CH:26][CH:25]=2)[C:7](=[O:22])[C:8]2[C:13]([C:14]=1[C:15]1[CH:20]=[CH:19][CH:18]=[CH:17][CH:16]=1)=[CH:12][C:11]([Br:21])=[CH:10][CH:9]=2)=[O:4].[C:33](OC(=N)C(Cl)(Cl)Cl)([CH3:36])([CH3:35])[CH3:34].B(F)(F)F.CCOCC.C(=O)([O-])[O-].[K+].[K+]. Product: [CH3:1][O:2][C:3]([C:5]1[N:6]([CH2:23][C:24]2[CH:25]=[CH:26][C:27]([C:30]([O:32][C:33]([CH3:36])([CH3:35])[CH3:34])=[O:31])=[CH:28][CH:29]=2)[C:7](=[O:22])[C:8]2[C:13]([C:14]=1[C:15]1[CH:16]=[CH:17][CH:18]=[CH:19][CH:20]=1)=[CH:12][C:11]([Br:21])=[CH:10][CH:9]=2)=[O:4]. The catalyst class is: 2. (10) Reactant: FC(F)(F)C(OC(=O)C(F)(F)F)=O.[CH:14]1([C:19]2[CH:25]=[CH:24][C:22]([NH2:23])=[CH:21][CH:20]=2)[CH2:18][CH2:17][CH2:16][CH2:15]1.C1(NC2C=CC=CC=2)CCCC1.[N+:38]([O-])([O-:40])=[O:39].[K+].C(=O)([O-])[O-].[K+].[K+]. Product: [CH:14]1([C:19]2[CH:20]=[CH:21][C:22]([NH2:23])=[C:24]([N+:38]([O-:40])=[O:39])[CH:25]=2)[CH2:15][CH2:16][CH2:17][CH2:18]1. The catalyst class is: 100.